Predict which catalyst facilitates the given reaction. From a dataset of Catalyst prediction with 721,799 reactions and 888 catalyst types from USPTO. (1) Reactant: [C-:1]#[N:2].[Na+].[Cl:4][C:5]1[CH:42]=[CH:41][C:40]([F:43])=[CH:39][C:6]=1[CH2:7][N:8]1[C:16]2[C:15](=[O:17])[N:14]([CH3:18])[C:13](S(C)(=O)=O)=[N:12][C:11]=2[C:10]([C:23]#[N:24])=[C:9]1[N:25]1[CH2:30][CH2:29][CH2:28][C@@H:27]([NH:31][C:32](=[O:38])[O:33][C:34]([CH3:37])([CH3:36])[CH3:35])[CH2:26]1.O. Product: [Cl:4][C:5]1[CH:42]=[CH:41][C:40]([F:43])=[CH:39][C:6]=1[CH2:7][N:8]1[C:16]2[C:15](=[O:17])[N:14]([CH3:18])[C:13]([C:1]#[N:2])=[N:12][C:11]=2[C:10]([C:23]#[N:24])=[C:9]1[N:25]1[CH2:30][CH2:29][CH2:28][C@@H:27]([NH:31][C:32](=[O:38])[O:33][C:34]([CH3:37])([CH3:36])[CH3:35])[CH2:26]1. The catalyst class is: 7. (2) Reactant: [Cl:1][C:2]1[N:7]=[CH:6][N:5]=[C:4]([NH:8][C:9]2[CH:14]=[CH:13][CH:12]=[CH:11][CH:10]=2)[C:3]=1[NH2:15].[C:16](Cl)(=[O:23])[C:17]1[CH:22]=[CH:21][CH:20]=[CH:19][CH:18]=1. The catalyst class is: 80. Product: [Cl:1][C:2]1[C:3]([NH:15][C:16](=[O:23])[C:17]2[CH:22]=[CH:21][CH:20]=[CH:19][CH:18]=2)=[C:4]([NH:8][C:9]2[CH:14]=[CH:13][CH:12]=[CH:11][CH:10]=2)[N:5]=[CH:6][N:7]=1. (3) Reactant: [NH2:1][CH:2]([C:7]([NH2:9])=[O:8])[C:3]([CH3:6])([CH3:5])[CH3:4]. Product: [NH2:1][C@@H:2]([C:7]([NH2:9])=[O:8])[C:3]([CH3:6])([CH3:5])[CH3:4]. The catalyst class is: 6.